Dataset: Full USPTO retrosynthesis dataset with 1.9M reactions from patents (1976-2016). Task: Predict the reactants needed to synthesize the given product. Given the product [NH2:3][C:4]1[C:9]([CH:10]([OH:16])[C:11]([N:13]([CH3:14])[CH3:15])=[O:12])=[CH:8][C:7]([Br:17])=[CH:6][N:5]=1, predict the reactants needed to synthesize it. The reactants are: [BH4-].[Na+].[NH2:3][C:4]1[C:9]([C:10](=[O:16])[C:11]([N:13]([CH3:15])[CH3:14])=[O:12])=[CH:8][C:7]([Br:17])=[CH:6][N:5]=1.